This data is from Reaction yield outcomes from USPTO patents with 853,638 reactions. The task is: Predict the reaction yield, written as a fraction of the theoretical maximum amount of product (1.0 means a 100% yield; for example, 0.34 means a 34% yield). (1) The reactants are [CH2:1]=[O:2].[C:3]([CH2:5][C:6]([O:8][CH3:9])=[O:7])#[N:4].CCN(CC)CC.[O:17]1CCOC[CH2:18]1. No catalyst specified. The product is [C:3]([C:5]([CH2:1][OH:2])([CH2:18][OH:17])[C:6]([O:8][CH3:9])=[O:7])#[N:4]. The yield is 0.720. (2) The reactants are [K].[C:2]([O:9][CH2:10][CH3:11])(=[O:8])[C:3]([O:5]CC)=O.[N+:12]([C:15]1[CH:20]=[C:19]([Cl:21])[C:18]([Cl:22])=[CH:17][C:16]=1[CH3:23])([O-:14])=[O:13].Cl. The catalyst is C(OCC)C.O.C(OCC)(=O)C.CCO. The product is [O:5]=[C:3]([CH2:23][C:16]1[CH:17]=[C:18]([Cl:22])[C:19]([Cl:21])=[CH:20][C:15]=1[N+:12]([O-:14])=[O:13])[C:2]([O:9][CH2:10][CH3:11])=[O:8]. The yield is 0.620.